This data is from Full USPTO retrosynthesis dataset with 1.9M reactions from patents (1976-2016). The task is: Predict the reactants needed to synthesize the given product. (1) Given the product [C:1]([O:5][C:6]([N:8]1[CH2:13][CH2:12][CH:11]([C:14]2[CH:19]=[CH:18][CH:17]=[C:16]([C:20](=[O:21])[N:24]([CH3:23])[CH:25]3[C:34]4[C:29](=[CH:30][CH:31]=[CH:32][CH:33]=4)[CH2:28][CH2:27][CH2:26]3)[N:15]=2)[CH2:10][CH2:9]1)=[O:7])([CH3:4])([CH3:2])[CH3:3], predict the reactants needed to synthesize it. The reactants are: [C:1]([O:5][C:6]([N:8]1[CH2:13][CH2:12][CH:11]([C:14]2[CH:19]=[CH:18][CH:17]=[C:16]([C:20](O)=[O:21])[N:15]=2)[CH2:10][CH2:9]1)=[O:7])([CH3:4])([CH3:3])[CH3:2].[CH3:23][NH:24][C@H:25]1[C:34]2[C:29](=[CH:30][CH:31]=[CH:32][CH:33]=2)[CH2:28][CH2:27][CH2:26]1.C(N(C(C)C)CC)(C)C.F[P-](F)(F)(F)(F)F.N1(O[P+](N(C)C)(N(C)C)N(C)C)C2C=CC=CC=2N=N1. (2) Given the product [CH:39]1([C:37]([NH:36][C:34]2[N:35]=[C:30]3[CH:29]=[CH:28][C:27]([O:26][C:25]4[CH:24]=[C:23]([NH:22][C:8]([C:4]5[C:5]([CH3:7])=[CH:6][N:2]([CH3:1])[CH:3]=5)=[O:10])[CH:44]=[CH:43][CH:42]=4)=[CH:32][N:31]3[N:33]=2)=[O:38])[CH2:40][CH2:41]1, predict the reactants needed to synthesize it. The reactants are: [CH3:1][N:2]1[CH:6]=[C:5]([CH3:7])[C:4]([C:8]([OH:10])=O)=[CH:3]1.O1CCCC1.C(Cl)(=O)C(Cl)=O.[NH2:22][C:23]1[CH:24]=[C:25]([CH:42]=[CH:43][CH:44]=1)[O:26][C:27]1[CH:28]=[CH:29][C:30]2[N:31]([N:33]=[C:34]([NH:36][C:37]([CH:39]3[CH2:41][CH2:40]3)=[O:38])[N:35]=2)[CH:32]=1. (3) Given the product [CH3:34][O:35][C:29](=[O:30])[C:28]([C:16]1[C:15]2[C:10](=[CH:11][CH:12]=[CH:13][CH:14]=2)[NH:9][C:8]=1[C:5]1[CH:6]=[CH:7][C:2]([Cl:1])=[C:3]([S:17]([CH2:20][C:21]2[CH:26]=[CH:25][CH:24]=[C:23]([Cl:27])[CH:22]=2)(=[O:19])=[O:18])[CH:4]=1)=[O:36], predict the reactants needed to synthesize it. The reactants are: [Cl:1][C:2]1[CH:7]=[CH:6][C:5]([C:8]2[NH:9][C:10]3[C:15]([CH:16]=2)=[CH:14][CH:13]=[CH:12][CH:11]=3)=[CH:4][C:3]=1[S:17]([CH2:20][C:21]1[CH:26]=[CH:25][CH:24]=[C:23]([Cl:27])[CH:22]=1)(=[O:19])=[O:18].[C:28](Cl)(=O)[C:29](Cl)=[O:30].[CH3:34][OH:35].[OH2:36]. (4) Given the product [C:17]([CH2:16][CH2:15][CH2:14][N:6]1[C:5](=[O:12])[O:4][C:2](=[O:3])[C:1]2=[CH:11][CH:10]=[CH:9][CH:8]=[C:7]12)#[N:18], predict the reactants needed to synthesize it. The reactants are: [C:1]12[C:7](=[CH:8][CH:9]=[CH:10][CH:11]=1)[NH:6][C:5](=[O:12])[O:4][C:2]2=[O:3].Br[CH2:14][CH2:15][CH2:16][C:17]#[N:18].C(=O)([O-])[O-].[K+].[K+].CN(C)C=O. (5) Given the product [F:1][C:2]([F:7])([F:6])[C:3]([OH:5])=[O:4].[F:8][C:9]([F:14])([F:13])[C:10]([OH:12])=[O:11].[F:15][C:16]([F:21])([F:20])[C:17]([OH:19])=[O:18].[CH3:22][C:23]1[CH:32]=[C:31]([CH2:33][O:34][C:35]2[CH:36]=[CH:37][C:38]([C:41]3([N:50]4[CH2:55][CH2:54][N:53]([CH2:56][C:57]([CH3:61])([CH3:60])[CH3:58])[CH2:52][CH2:51]4)[C:46](=[O:47])[NH:45][C:44](=[O:48])[NH:43][C:42]3=[O:49])=[CH:39][CH:40]=2)[C:30]2[C:25](=[CH:26][CH:27]=[CH:28][CH:29]=2)[N:24]=1, predict the reactants needed to synthesize it. The reactants are: [F:1][C:2]([F:7])([F:6])[C:3]([OH:5])=[O:4].[F:8][C:9]([F:14])([F:13])[C:10]([OH:12])=[O:11].[F:15][C:16]([F:21])([F:20])[C:17]([OH:19])=[O:18].[CH3:22][C:23]1[CH:32]=[C:31]([CH2:33][O:34][C:35]2[CH:40]=[CH:39][C:38]([C:41]3([N:50]4[CH2:55][CH2:54][NH:53][CH2:52][CH2:51]4)[C:46](=[O:47])[NH:45][C:44](=[O:48])[NH:43][C:42]3=[O:49])=[CH:37][CH:36]=2)[C:30]2[C:25](=[CH:26][CH:27]=[CH:28][CH:29]=2)[N:24]=1.[CH3:56][C:57]([CH3:61])([CH3:60])[CH:58]=O. (6) Given the product [CH3:21][C:17]1[C:15]2[N:16]=[C:12]([C:4]3[CH:3]=[C:2]([N:1]4[C:31](=[O:32])[C:25]5[C:24](=[CH:23][CH:22]=[C:27]([C:28]([OH:30])=[O:29])[CH:26]=5)[C:34]4=[O:33])[CH:7]=[CH:6][C:5]=3[NH:8][CH2:9][CH2:10][CH3:11])[O:13][C:14]=2[CH:20]=[CH:19][CH:18]=1, predict the reactants needed to synthesize it. The reactants are: [NH2:1][C:2]1[CH:3]=[C:4]([C:12]2[O:13][C:14]3[CH:20]=[CH:19][CH:18]=[C:17]([CH3:21])[C:15]=3[N:16]=2)[C:5]([NH:8][CH2:9][CH2:10][CH3:11])=[CH:6][CH:7]=1.[CH:22]1[C:27]([C:28]([OH:30])=[O:29])=[CH:26][C:25]2[C:31]([O:33][C:34](=O)[C:24]=2[CH:23]=1)=[O:32].